This data is from CYP1A2 inhibition data for predicting drug metabolism from PubChem BioAssay. The task is: Regression/Classification. Given a drug SMILES string, predict its absorption, distribution, metabolism, or excretion properties. Task type varies by dataset: regression for continuous measurements (e.g., permeability, clearance, half-life) or binary classification for categorical outcomes (e.g., BBB penetration, CYP inhibition). Dataset: cyp1a2_veith. The drug is Cc1cc(O)c(-c2cc(O)c(C)cc2O)cc1O. The result is 1 (inhibitor).